Task: Predict the product of the given reaction.. Dataset: Forward reaction prediction with 1.9M reactions from USPTO patents (1976-2016) (1) Given the reactants [Br:1][C:2]1[N:7]=[C:6]([C:8]([NH:10][CH2:11][C:12]2[CH:17]=[CH:16][C:15]([F:18])=[CH:14][CH:13]=2)=[O:9])[C:5]([OH:19])=[CH:4][CH:3]=1.[C:20]([O-])([O-])=O.[Cs+].[Cs+].ClCI, predict the reaction product. The product is: [Br:1][C:2]1[CH:3]=[CH:4][C:5]2[O:19][CH2:20][N:10]([CH2:11][C:12]3[CH:17]=[CH:16][C:15]([F:18])=[CH:14][CH:13]=3)[C:8](=[O:9])[C:6]=2[N:7]=1. (2) Given the reactants [CH2:1]([O:3][C:4]([C:6]1[C:7]([CH2:18]Br)=[N:8][N:9]([C:11]2[C:16]([F:17])=[CH:15][CH:14]=[CH:13][N:12]=2)[CH:10]=1)=[O:5])[CH3:2].[I-].[K+].[C:22](=O)([O-])[O-:23].[K+].[K+].CO, predict the reaction product. The product is: [F:17][C:16]1[C:11]([N:9]2[CH:10]=[C:6]([C:4]([O:3][CH2:1][CH3:2])=[O:5])[C:7]([CH2:18][O:23][CH3:22])=[N:8]2)=[N:12][CH:13]=[CH:14][CH:15]=1. (3) Given the reactants CO.C([O-])([O-])=O.[Na+].[Na+].Br[C:10]1[CH:11]=[CH:12][C:13]([C:16]#[C:17][Si:18]([C:21]([CH3:24])([CH3:23])[CH3:22])([CH3:20])[CH3:19])=[N:14][CH:15]=1.[Cl:25][C:26]1[CH:31]=[CH:30][C:29](OB(O)O)=[CH:28][CH:27]=1, predict the reaction product. The product is: [C:21]([Si:18]([C:17]#[C:16][C:13]1[CH:12]=[CH:11][C:10]([C:29]2[CH:30]=[CH:31][C:26]([Cl:25])=[CH:27][CH:28]=2)=[CH:15][N:14]=1)([CH3:20])[CH3:19])([CH3:24])([CH3:23])[CH3:22]. (4) Given the reactants [C:1]1([CH3:19])[CH:6]=[CH:5][CH:4]=[CH:3][C:2]=1[N:7]1[C:11]2=[N:12][CH:13]=[CH:14][CH:15]=[C:10]2[N:9]=[C:8]1[C@@H:16]([NH2:18])[CH3:17].Cl[C:21]1[N:29]=[CH:28][N:27]=[C:26]2[C:22]=1[N:23]=[CH:24][N:25]2C1CCCCO1.CCN(C(C)C)C(C)C, predict the reaction product. The product is: [N:29]1[C:21]([NH:18][CH:16]([C:8]2[N:7]([C:2]3[CH:3]=[CH:4][CH:5]=[CH:6][C:1]=3[CH3:19])[C:11]3=[N:12][CH:13]=[CH:14][CH:15]=[C:10]3[N:9]=2)[CH3:17])=[C:22]2[C:26]([NH:25][CH:24]=[N:23]2)=[N:27][CH:28]=1. (5) Given the reactants [Cl:1][C:2]1[CH:3]=[N:4][C:5]2[N:6]([N:8]=[C:9]([C:11]([OH:13])=O)[CH:10]=2)[CH:7]=1.[N:14]1[CH:19]=[CH:18][CH:17]=[CH:16][C:15]=1[C:20]1[N:24]2[CH2:25][CH2:26][NH:27][CH2:28][C:23]2=[N:22][N:21]=1, predict the reaction product. The product is: [Cl:1][C:2]1[CH:3]=[N:4][C:5]2[N:6]([N:8]=[C:9]([C:11]([N:27]3[CH2:26][CH2:25][N:24]4[C:20]([C:15]5[CH:16]=[CH:17][CH:18]=[CH:19][N:14]=5)=[N:21][N:22]=[C:23]4[CH2:28]3)=[O:13])[CH:10]=2)[CH:7]=1. (6) Given the reactants [C:1]1([C:7]2[C:27]([F:28])=[CH:26][CH:25]=[CH:24][C:8]=2[C:9]([C@@H:11]2[CH2:16][CH2:15][CH2:14][N:13]([C:17]([O:19][C:20]([CH3:23])([CH3:22])[CH3:21])=[O:18])[CH2:12]2)=[O:10])[CH2:6][CH2:5][CH2:4][CH2:3][CH:2]=1.[CH3:29][O:30][CH2:31][CH2:32][CH2:33][CH2:34][Mg]Cl, predict the reaction product. The product is: [C:1]1([C:7]2[C:27]([F:28])=[CH:26][CH:25]=[CH:24][C:8]=2[C@:9]([C@@H:11]2[CH2:16][CH2:15][CH2:14][N:13]([C:17]([O:19][C:20]([CH3:23])([CH3:21])[CH3:22])=[O:18])[CH2:12]2)([OH:10])[CH2:34][CH2:33][CH2:32][CH2:31][O:30][CH3:29])[CH2:6][CH2:5][CH2:4][CH2:3][CH:2]=1.